From a dataset of Full USPTO retrosynthesis dataset with 1.9M reactions from patents (1976-2016). Predict the reactants needed to synthesize the given product. (1) The reactants are: Cl.[C:2]1([C@H:12]([NH:14][C@H:15]2[CH2:19][CH2:18][N:17]([C:20]3[CH:28]=[CH:27][C:23]([C:24]([OH:26])=O)=[CH:22][CH:21]=3)[CH2:16]2)[CH3:13])[C:11]2[C:6](=[CH:7][CH:8]=[CH:9][CH:10]=2)[CH:5]=[CH:4][CH:3]=1.[C:29](Cl)(=O)C(Cl)=O. Given the product [C:24]([C:23]1[CH:27]=[CH:28][C:20]([N:17]2[CH2:18][CH2:19][C@H:15]([NH:14][C@@H:12]([C:2]3[C:11]4[C:6](=[CH:7][CH:8]=[CH:9][CH:10]=4)[CH:5]=[CH:4][CH:3]=3)[CH3:13])[CH2:16]2)=[CH:21][CH:22]=1)(=[O:26])[CH3:29], predict the reactants needed to synthesize it. (2) Given the product [S:1]1[C:5]2[CH:6]=[CH:7][CH:8]=[CH:9][C:4]=2[N:3]=[C:2]1[NH:10][C:11]([C:13]1[CH:14]=[CH:15][CH:16]=[C:17]2[C:22]=1[CH2:21][N:20]([C:23]1[S:24][C:25]([CH2:32][CH2:33][CH2:34][O:35][S:36]([C:39]3[CH:45]=[CH:44][C:42]([CH3:43])=[CH:41][CH:40]=3)(=[O:38])=[O:37])=[C:26]([C:28]([O:30][CH3:31])=[O:29])[N:27]=1)[CH2:19][CH2:18]2)=[O:12], predict the reactants needed to synthesize it. The reactants are: [S:1]1[C:5]2[CH:6]=[CH:7][CH:8]=[CH:9][C:4]=2[N:3]=[C:2]1[NH:10][C:11]([C:13]1[CH:14]=[CH:15][CH:16]=[C:17]2[C:22]=1[CH2:21][N:20]([C:23]1[S:24][C:25]([CH2:32][CH2:33][CH2:34][OH:35])=[C:26]([C:28]([O:30][CH3:31])=[O:29])[N:27]=1)[CH2:19][CH2:18]2)=[O:12].[S:36](Cl)([C:39]1[CH:45]=[CH:44][C:42]([CH3:43])=[CH:41][CH:40]=1)(=[O:38])=[O:37]. (3) The reactants are: C([O-])(O)=O.[Na+].[C:6]1([S:12]([CH2:15][CH2:16][S:17][C:18]2[C:23]([NH2:24])=[CH:22][CH:21]=[CH:20][N:19]=2)(=[O:14])=[O:13])[CH:11]=[CH:10][CH:9]=[CH:8][CH:7]=1.[CH:25]1([CH2:31][C:32](Cl)=[O:33])[CH2:30][CH2:29][CH2:28][CH2:27][CH2:26]1.CCCCCC. Given the product [C:6]1([S:12]([CH2:15][CH2:16][S:17][C:18]2[C:23]([NH:24][C:32](=[O:33])[CH2:31][CH:25]3[CH2:30][CH2:29][CH2:28][CH2:27][CH2:26]3)=[CH:22][CH:21]=[CH:20][N:19]=2)(=[O:14])=[O:13])[CH:7]=[CH:8][CH:9]=[CH:10][CH:11]=1, predict the reactants needed to synthesize it. (4) Given the product [Cl:23][C:20]1[CH:21]=[C:22]2[C:17](=[CH:18][CH:19]=1)[NH:16][CH:15]=[C:14]2[CH2:13][N:12]1[C:35]([C:30]2[C:29]([CH3:32])=[N:28][O:27][CH:31]=2)=[C:9]2[C:10]([N:5]([CH2:1][CH:2]([CH3:4])[CH3:3])[C:6](=[O:26])[N:7]([CH3:25])[C:8]2=[O:24])=[N:11]1, predict the reactants needed to synthesize it. The reactants are: [CH2:1]([N:5]1[C:10]([NH:11][N:12]=[CH:13][C:14]2[C:22]3[C:17](=[CH:18][CH:19]=[C:20]([Cl:23])[CH:21]=3)[NH:16][CH:15]=2)=[CH:9][C:8](=[O:24])[N:7]([CH3:25])[C:6]1=[O:26])[CH:2]([CH3:4])[CH3:3].[O:27]1[CH:31]=[CH:30][C:29]([CH:32]=O)=[N:28]1.N1CCCC[CH2:35]1.O1C=CC=N1. (5) Given the product [NH2:23][CH2:24][CH2:25][CH2:26][CH2:27][NH:28][C:7](=[O:9])[C:6]1[CH:5]=[CH:4][C:3]([CH2:1][CH2:55][CH:61]2[CH2:62][CH2:63][CH2:64][CH2:65][CH2:66]2)=[CH:11][CH:10]=1, predict the reactants needed to synthesize it. The reactants are: [CH:1]([C:3]1[CH:11]=[CH:10][C:6]([C:7]([OH:9])=O)=[CH:5][CH:4]=1)=O.Cl.C([NH:23][CH2:24][CH2:25][CH2:26][CH2:27][NH2:28])(OCC1C=CC=CC=1)=O.C1CCC(N=C=NC2CCCCC2)CC1.C1C=CC2N(O)N=NC=2C=1.[Br-].[CH:55]1([C:61]2[CH:66]=[CH:65][CH:64]=[CH:63][C:62]=2[P+](C)(C2C=CC=CC=2)C2C=CC=CC=2)CCCCC1. (6) Given the product [C:41]([C:2]1[N:6]2[C@@H:7]([CH3:14])[CH2:8][N:9]([CH2:12][CH3:13])[C:10](=[O:11])[C:5]2=[C:4]([O:15][CH3:16])[C:3]=1[C:17]([O:19][CH2:20][CH3:21])=[O:18])#[N:42], predict the reactants needed to synthesize it. The reactants are: Br[C:2]1[N:6]2[C@@H:7]([CH3:14])[CH2:8][N:9]([CH2:12][CH3:13])[C:10](=[O:11])[C:5]2=[C:4]([O:15][CH3:16])[C:3]=1[C:17]([O:19][CH2:20][CH3:21])=[O:18].C1(P(C2C=CC=CC=2)C2C=CC=CC=2)C=CC=CC=1.[CH3:41][N:42](C=O)C. (7) Given the product [CH2:8]([O:7][CH2:6][CH2:5][O:4][CH2:1][CH:2]=[O:15])[C:9]1[CH:14]=[CH:13][CH:12]=[CH:11][CH:10]=1, predict the reactants needed to synthesize it. The reactants are: [CH2:1]([O:4][CH2:5][CH2:6][O:7][CH2:8][C:9]1[CH:14]=[CH:13][CH:12]=[CH:11][CH:10]=1)[CH:2]=C.[OH2:15]. (8) The reactants are: [Cl:1][C:2]1[CH:7]=[C:6]([Cl:8])[CH:5]=[CH:4][C:3]=1[CH2:9][C:10]([OH:12])=[O:11].C[Si]([N-][Si](C)(C)C)(C)C.[Na+].[Cl:23][CH2:24][CH2:25][CH2:26]I. Given the product [Cl:23][CH2:24][CH2:25][CH2:26][CH:9]([C:3]1[CH:4]=[CH:5][C:6]([Cl:8])=[CH:7][C:2]=1[Cl:1])[C:10]([OH:12])=[O:11], predict the reactants needed to synthesize it. (9) Given the product [Cl:18][C:15]1[CH:16]=[CH:17][C:12]([C:2]2([OH:3])[C:10]3[C:5](=[CH:6][CH:7]=[CH:8][CH:9]=3)[C:4](=[O:11])[N:32]2[CH2:31][C:30]2[CH:33]=[CH:34][C:27]([CH3:26])=[CH:28][CH:29]=2)=[CH:13][CH:14]=1, predict the reactants needed to synthesize it. The reactants are: Cl[C:2]1([C:12]2[CH:17]=[CH:16][C:15]([Cl:18])=[CH:14][CH:13]=2)[C:10]2[C:5](=[CH:6][CH:7]=[CH:8][CH:9]=2)[C:4](=[O:11])[O:3]1.C(N(CC)CC)C.[CH3:26][C:27]1[CH:34]=[CH:33][C:30]([CH2:31][NH2:32])=[CH:29][CH:28]=1. (10) Given the product [Cl:1][C:2]1[CH:10]=[C:9]2[C:5]([C:6]([C:11]([N:13]3[CH2:14][CH2:15][CH:16]([C:19]4[C:24]([O:25][CH3:26])=[CH:23][CH:22]=[CH:21][C:20]=4[O:27][CH3:28])[CH2:17][CH2:18]3)=[O:12])=[CH:7][N:8]2[CH2:36][C:34]2[CH:33]=[CH:32][N:31]=[C:30]([CH3:29])[CH:35]=2)=[CH:4][CH:3]=1, predict the reactants needed to synthesize it. The reactants are: [Cl:1][C:2]1[CH:10]=[C:9]2[C:5]([C:6]([C:11]([N:13]3[CH2:18][CH2:17][CH:16]([C:19]4[C:24]([O:25][CH3:26])=[CH:23][CH:22]=[CH:21][C:20]=4[O:27][CH3:28])[CH2:15][CH2:14]3)=[O:12])=[CH:7][NH:8]2)=[CH:4][CH:3]=1.[CH3:29][C:30]1[CH:35]=[C:34]([CH2:36]OS(C)(=O)=O)[CH:33]=[CH:32][N:31]=1.CC1C=C(CO)C=CN=1.